This data is from Reaction yield outcomes from USPTO patents with 853,638 reactions. The task is: Predict the reaction yield, written as a fraction of the theoretical maximum amount of product (1.0 means a 100% yield; for example, 0.34 means a 34% yield). (1) The reactants are Br[C:2]1[CH:7]=[CH:6][C:5]([CH3:8])=[CH:4][N:3]=1.[C:9]([C:13]1[CH:14]=[CH:15][C:16]([O:22][CH3:23])=[C:17](B(O)O)[CH:18]=1)([CH3:12])([CH3:11])[CH3:10].C(=O)([O-])[O-].[K+].[K+]. The catalyst is C(COC)OC.O.C1C=CC([P]([Pd]([P](C2C=CC=CC=2)(C2C=CC=CC=2)C2C=CC=CC=2)([P](C2C=CC=CC=2)(C2C=CC=CC=2)C2C=CC=CC=2)[P](C2C=CC=CC=2)(C2C=CC=CC=2)C2C=CC=CC=2)(C2C=CC=CC=2)C2C=CC=CC=2)=CC=1. The product is [C:9]([C:13]1[CH:18]=[CH:17][C:16]([O:22][CH3:23])=[C:15]([C:2]2[CH:7]=[CH:6][C:5]([CH3:8])=[CH:4][N:3]=2)[CH:14]=1)([CH3:12])([CH3:10])[CH3:11]. The yield is 0.990. (2) The reactants are [Br:1][C:2]1[CH:3]=[N:4][C:5](F)=[C:6]([CH:9]=1)[CH:7]=O.Cl.[NH2:12][C:13]([NH2:15])=[NH:14].C(N(CC)CC)C. The catalyst is CN1CCCC1=O. The product is [Br:1][C:2]1[CH:3]=[N:4][C:5]2[N:12]=[C:13]([NH2:15])[N:14]=[CH:7][C:6]=2[CH:9]=1. The yield is 0.600. (3) The reactants are [F:1][C:2]1[CH:7]=[CH:6][CH:5]=[C:4]([F:8])[C:3]=1[S:9]([NH:12][C:13]1[C:14]([F:23])=[C:15]([CH:20]=[CH:21][CH:22]=1)[C:16](OC)=[O:17])(=[O:11])=[O:10].C[Si]([N-][Si](C)(C)C)(C)C.[Li+].[Cl:34][C:35]1[N:40]=[C:39]([CH3:41])[CH:38]=[CH:37][N:36]=1. The catalyst is C1COCC1. The product is [Cl:34][C:35]1[N:40]=[C:39]([CH2:41][C:16]([C:15]2[C:14]([F:23])=[C:13]([NH:12][S:9]([C:3]3[C:2]([F:1])=[CH:7][CH:6]=[CH:5][C:4]=3[F:8])(=[O:10])=[O:11])[CH:22]=[CH:21][CH:20]=2)=[O:17])[CH:38]=[CH:37][N:36]=1. The yield is 0.720.